The task is: Predict the reactants needed to synthesize the given product.. This data is from Full USPTO retrosynthesis dataset with 1.9M reactions from patents (1976-2016). (1) The reactants are: [C@H:1]12[CH2:6][C@H:5]1[CH2:4][C@@H:3]([CH2:7][NH:8][C:9]([C:11]1[N:18]3[C:14]([S:15][CH:16]=[CH:17]3)=[N:13][C:12]=1[CH3:19])=[O:10])[NH:2]2.[NH2:20][C:21]1[S:22][C:23]([C:29]2[CH:34]=[CH:33][CH:32]=[C:31]([F:35])[CH:30]=2)=[C:24]([C:26](O)=[O:27])[N:25]=1. Given the product [NH2:20][C:21]1[S:22][C:23]([C:29]2[CH:34]=[CH:33][CH:32]=[C:31]([F:35])[CH:30]=2)=[C:24]([C:26]([N:2]2[C@H:3]([CH2:7][NH:8][C:9]([C:11]3[N:18]4[C:14]([S:15][CH:16]=[CH:17]4)=[N:13][C:12]=3[CH3:19])=[O:10])[CH2:4][C@H:5]3[C@@H:1]2[CH2:6]3)=[O:27])[N:25]=1, predict the reactants needed to synthesize it. (2) Given the product [Cl:7][C:8]1[CH:13]=[CH:12][C:11]([C:14]2[CH:15]=[CH:16][C:17]([CH2:20][CH2:21][C@@H:22]([OH:40])[C@@H:23]([CH2:27][CH2:28][N:29]3[C:30](=[O:39])[C:31]4[C:36](=[CH:35][CH:34]=[CH:33][CH:32]=4)[C:37]3=[O:38])[C:24]([OH:26])=[O:25])=[CH:18][CH:19]=2)=[CH:10][CH:9]=1, predict the reactants needed to synthesize it. The reactants are: C(=O)([O-])[O-].[K+].[K+].[Cl:7][C:8]1[CH:13]=[CH:12][C:11]([C:14]2[CH:19]=[CH:18][C:17]([CH2:20][CH2:21][C@@H:22]([O:40]C=O)[C@@H:23]([CH2:27][CH2:28][N:29]3[C:37](=[O:38])[C:36]4[C:31](=[CH:32][CH:33]=[CH:34][CH:35]=4)[C:30]3=[O:39])[C:24]([OH:26])=[O:25])=[CH:16][CH:15]=2)=[CH:10][CH:9]=1. (3) Given the product [CH2:9]([O:17][CH2:2][CH2:3][CH2:4][CH2:5][CH2:6][C:7]#[N:8])[CH2:10][C:11]1[CH:16]=[CH:15][CH:14]=[CH:13][CH:12]=1, predict the reactants needed to synthesize it. The reactants are: Br[CH2:2][CH2:3][CH2:4][CH2:5][CH2:6][C:7]#[N:8].[CH2:9]([OH:17])[CH2:10][C:11]1[CH:16]=[CH:15][CH:14]=[CH:13][CH:12]=1.O.C(OCC)(=O)C. (4) Given the product [F:8][C:7]1[CH:6]=[C:5]([C:9]2[CH:14]=[CH:13][C:12]([C:15]([F:18])([F:17])[F:16])=[CH:11][CH:10]=2)[CH:4]=[C:3]2[C:2]=1[NH:1][C:21](=[O:23])[CH2:20][CH2:19]2, predict the reactants needed to synthesize it. The reactants are: [NH2:1][C:2]1[C:7]([F:8])=[CH:6][C:5]([C:9]2[CH:14]=[CH:13][C:12]([C:15]([F:18])([F:17])[F:16])=[CH:11][CH:10]=2)=[CH:4][C:3]=1/[CH:19]=[CH:20]/[C:21]([O:23]CC)=O.[H][H]. (5) The reactants are: [CH3:1][C:2]1[CH:3]=[CH:4][C:5]([NH2:8])=[N:6][CH:7]=1.[Br:9][CH2:10][C:11]([C:13]1[CH:18]=[CH:17][C:16]([CH3:19])=[CH:15][CH:14]=1)=O.CC(C)=O. Given the product [Br-:9].[CH3:1][C:2]1[CH:3]=[CH:4][C:5]2[NH:8][C:11]([C:13]3[CH:18]=[CH:17][C:16]([CH3:19])=[CH:15][CH:14]=3)=[CH:10][N+:6]=2[CH:7]=1, predict the reactants needed to synthesize it.